Predict the reactants needed to synthesize the given product. From a dataset of Full USPTO retrosynthesis dataset with 1.9M reactions from patents (1976-2016). (1) Given the product [CH3:30][C:25]1([CH3:31])[C:26]([CH3:29])([CH3:28])[O:27][B:23]([C:2]2[CH:22]=[CH:21][C:5]([O:6][CH2:7][C@@H:8]3[CH2:13][CH2:12][C@H:11]([O:14][CH:15]4[CH2:20][CH2:19][CH2:18][CH2:17][O:16]4)[CH2:10][CH2:9]3)=[CH:4][CH:3]=2)[O:24]1, predict the reactants needed to synthesize it. The reactants are: Br[C:2]1[CH:22]=[CH:21][C:5]([O:6][CH2:7][C@@H:8]2[CH2:13][CH2:12][C@H:11]([O:14][CH:15]3[CH2:20][CH2:19][CH2:18][CH2:17][O:16]3)[CH2:10][CH2:9]2)=[CH:4][CH:3]=1.[B:23]1([B:23]2[O:27][C:26]([CH3:29])([CH3:28])[C:25]([CH3:31])([CH3:30])[O:24]2)[O:27][C:26]([CH3:29])([CH3:28])[C:25]([CH3:31])([CH3:30])[O:24]1.C([O-])(=O)C.[K+]. (2) The reactants are: [CH3:1][C:2]1[CH:3]=[C:4]([NH:9][CH2:10][CH2:11][C:12]2[CH:13]=[N:14][C:15]([C:18]([F:21])([F:20])[F:19])=[CH:16][CH:17]=2)[CH:5]=[CH:6][C:7]=1[CH3:8].[C:22]([C:30](O)=[O:31])(=[O:29])[C:23]1[CH:28]=[CH:27][CH:26]=[CH:25][CH:24]=1.C(Cl)CCl.[BH4-].[Na+]. Given the product [CH3:1][C:2]1[CH:3]=[C:4]([N:9]([CH2:10][CH2:11][C:12]2[CH:13]=[N:14][C:15]([C:18]([F:21])([F:20])[F:19])=[CH:16][CH:17]=2)[C:30](=[O:31])[C@@H:22]([OH:29])[C:23]2[CH:28]=[CH:27][CH:26]=[CH:25][CH:24]=2)[CH:5]=[CH:6][C:7]=1[CH3:8], predict the reactants needed to synthesize it. (3) Given the product [CH3:1][O:2][CH2:3][C:4]1[C:8]([C:9]2[CH:10]=[CH:11][C:12]([CH3:35])=[CH:13][CH:14]=2)=[C:7]2[NH:17][C:28](=[O:29])[CH:27]=[C:26]([C:22]3[CH:23]=[CH:24][CH:25]=[C:20]([C:19]([F:33])([F:34])[F:18])[CH:21]=3)[N:6]2[N:5]=1, predict the reactants needed to synthesize it. The reactants are: [CH3:1][O:2][CH2:3][C:4]1[C:8]([C:9]2[CH:14]=[CH:13][C:12](OC)=[CH:11][CH:10]=2)=[C:7]([NH2:17])[NH:6][N:5]=1.[F:18][C:19]([F:34])([F:33])[C:20]1[CH:21]=[C:22]([CH2:26][C:27](=O)[C:28](OC)=[O:29])[CH:23]=[CH:24][CH:25]=1.[C:35](OCC)(=O)C. (4) Given the product [Cl:8][C:9]1[C:10]([N:42]2[CH2:47][CH2:46][NH:45][CH2:44][C:43]2=[O:55])=[CH:11][C:12]([C:40]#[N:41])=[CH:13][C:14]=1[NH:15][C:16]1[N:21]=[C:20]([NH:22][CH:32]2[CH2:34][CH2:33]2)[C:19]2=[N:35][CH:36]=[C:37]([C:38]#[N:39])[N:18]2[N:17]=1, predict the reactants needed to synthesize it. The reactants are: C(O)(C(F)(F)F)=O.[Cl:8][C:9]1[C:14]([NH:15][C:16]2[N:21]=[C:20]([N:22]([CH:32]3[CH2:34][CH2:33]3)CC3C=CC(OC)=CC=3)[C:19]3=[N:35][CH:36]=[C:37]([C:38]#[N:39])[N:18]3[N:17]=2)=[CH:13][C:12]([C:40]#[N:41])=[CH:11][C:10]=1[N:42]1[CH2:47][CH2:46][N:45](C(OC(C)(C)C)=O)[CH2:44][C:43]1=[O:55].C1(OC)C=CC=CC=1.